Dataset: Catalyst prediction with 721,799 reactions and 888 catalyst types from USPTO. Task: Predict which catalyst facilitates the given reaction. (1) Product: [C:32]([N:11]1[C:12]2[C:17](=[CH:16][C:15]([C:19]([F:28])([C:24]([F:25])([F:26])[F:27])[C:20]([F:22])([F:21])[F:23])=[CH:14][CH:13]=2)[CH2:18][N:9]([N:8]=[CH:7][C:3]2[CH:2]=[N:1][CH:6]=[CH:5][CH:4]=2)[C:10]1=[O:29])(=[O:34])[CH3:33]. Reactant: [N:1]1[CH:6]=[CH:5][CH:4]=[C:3]([CH:7]=[N:8][N:9]2[CH2:18][C:17]3[C:12](=[CH:13][CH:14]=[C:15]([C:19]([F:28])([C:24]([F:27])([F:26])[F:25])[C:20]([F:23])([F:22])[F:21])[CH:16]=3)[NH:11][C:10]2=[O:29])[CH:2]=1.[H-].[Na+].[C:32](OC(=O)C)(=[O:34])[CH3:33]. The catalyst class is: 44. (2) Reactant: C(OC([N:8]1[CH2:12][CH2:11][CH:10]2[N:13]([CH:26]3[CH2:30][CH2:29][CH2:28][CH2:27]3)[CH2:14][CH:15]([C:16]3[C:24]4[C:19](=[CH:20][C:21]([F:25])=[CH:22][CH:23]=4)[NH:18][CH:17]=3)[CH:9]12)=O)(C)(C)C.C(O)(C(F)(F)F)=O. Product: [CH:26]1([N:13]2[CH2:14][CH:15]([C:16]3[C:24]4[C:19](=[CH:20][C:21]([F:25])=[CH:22][CH:23]=4)[NH:18][CH:17]=3)[CH:9]3[NH:8][CH2:12][CH2:11][CH:10]23)[CH2:30][CH2:29][CH2:28][CH2:27]1. The catalyst class is: 2. (3) Reactant: [NH2:1][C@H:2]([C:5]([OH:7])=[O:6])[CH2:3][OH:4].C(=O)([O-])[O-].[Na+].[Na+].C(=O)(O)[O-].[Na+].[CH3:19][CH:20]([CH2:24][CH2:25][CH2:26][CH2:27][CH2:28][CH2:29]/[CH:30]=[CH:31]\[CH2:32][CH2:33][CH2:34][CH2:35][CH2:36][CH2:37][CH2:38][CH3:39])[C:21](O)=[O:22]. Product: [CH3:19][CH:20]([CH2:24][CH2:25][CH2:26][CH2:27][CH2:28][CH2:29]/[CH:30]=[CH:31]\[CH2:32][CH2:33][CH2:34][CH2:35][CH2:36][CH2:37][CH2:38][CH3:39])[C:21]([NH:1][C@H:2]([C:5]([OH:7])=[O:6])[CH2:3][OH:4])=[O:22]. The catalyst class is: 7.